Dataset: Reaction yield outcomes from USPTO patents with 853,638 reactions. Task: Predict the reaction yield, written as a fraction of the theoretical maximum amount of product (1.0 means a 100% yield; for example, 0.34 means a 34% yield). (1) The reactants are [C:1]([O:5][C:6]([N:8]1[CH2:13][CH2:12][NH:11][CH2:10][CH2:9]1)=[O:7])([CH3:4])([CH3:3])[CH3:2].Br[CH2:15][CH2:16][CH2:17][OH:18].C(=O)([O-])[O-].[K+].[K+]. The catalyst is C(#N)C. The product is [C:1]([O:5][C:6]([N:8]1[CH2:13][CH2:12][N:11]([CH2:15][CH2:16][CH2:17][OH:18])[CH2:10][CH2:9]1)=[O:7])([CH3:4])([CH3:2])[CH3:3]. The yield is 0.910. (2) The reactants are Cl[C:2]1[C:11]2[CH2:10][CH2:9][CH2:8][CH2:7][C:6]=2[N:5]=[C:4]([NH2:12])[N:3]=1.[CH3:13][N:14]1[CH2:19][CH2:18][NH:17][CH2:16][CH2:15]1.CCN(CC)CC. The catalyst is CCO. The product is [CH3:13][N:14]1[CH2:19][CH2:18][N:17]([C:2]2[C:11]3[CH2:10][CH2:9][CH2:8][CH2:7][C:6]=3[N:5]=[C:4]([NH2:12])[N:3]=2)[CH2:16][CH2:15]1. The yield is 0.230. (3) The reactants are N[C:2]1[CH:10]=[CH:9][C:5]([CH2:6][C:7]#[N:8])=[CH:4][CH:3]=1.N([O-])=O.[Na+].[CH2:15]([O:17][C:18]([S-:20])=[S:19])[CH3:16].[K+]. The catalyst is Cl.O. The product is [CH2:15]([O:17][C:18](=[S:19])[S:20][C:2]1[CH:10]=[CH:9][C:5]([CH2:6][C:7]#[N:8])=[CH:4][CH:3]=1)[CH3:16]. The yield is 0.290. (4) The reactants are [N+:1]([C:4]1[CH:5]=[CH:6][C:7]2[NH:12][CH2:11][CH2:10][S:9][C:8]=2[CH:13]=1)([O-:3])=[O:2].Cl.Cl[CH2:16][CH2:17][CH:18]1[CH2:22][CH2:21][CH2:20][N:19]1[CH3:23]. The catalyst is [Br-].C([N+](CCCC)(CCCC)CCCC)CCC.ClCCl.[OH-].[Na+].O. The product is [CH3:23][N:19]1[CH2:20][CH2:21][CH2:22][CH:18]1[CH2:17][CH2:16][N:12]1[CH2:11][CH2:10][S:9][C:8]2[CH:13]=[C:4]([N+:1]([O-:3])=[O:2])[CH:5]=[CH:6][C:7]1=2. The yield is 0.528.